Dataset: Forward reaction prediction with 1.9M reactions from USPTO patents (1976-2016). Task: Predict the product of the given reaction. (1) The product is: [C:1]([C:5]1[N:10]=[CH:9][C:8]([C:11]2[N:12]([C:32]([N:34]3[CH2:39][CH2:38][CH:37]([CH2:40][C:41]([N:49]4[CH2:50][CH2:51][CH2:52][CH2:53][C@@H:48]4[CH3:47])=[O:43])[CH2:36][CH2:35]3)=[O:33])[C@@:13]([C:25]3[CH:30]=[CH:29][C:28]([Cl:31])=[CH:27][CH:26]=3)([CH3:24])[C@@:14]([C:17]3[CH:22]=[CH:21][C:20]([Cl:23])=[CH:19][CH:18]=3)([CH3:16])[N:15]=2)=[C:7]([O:44][CH2:45][CH3:46])[CH:6]=1)([CH3:2])([CH3:3])[CH3:4]. Given the reactants [C:1]([C:5]1[N:10]=[CH:9][C:8]([C:11]2[N:12]([C:32]([N:34]3[CH2:39][CH2:38][CH:37]([CH2:40][C:41]([OH:43])=O)[CH2:36][CH2:35]3)=[O:33])[C@@:13]([C:25]3[CH:30]=[CH:29][C:28]([Cl:31])=[CH:27][CH:26]=3)([CH3:24])[C@@:14]([C:17]3[CH:22]=[CH:21][C:20]([Cl:23])=[CH:19][CH:18]=3)([CH3:16])[N:15]=2)=[C:7]([O:44][CH2:45][CH3:46])[CH:6]=1)([CH3:4])([CH3:3])[CH3:2].[CH3:47][C@H:48]1[CH2:53][CH2:52][CH2:51][CH2:50][NH:49]1, predict the reaction product. (2) The product is: [F:17][C:18]1[C:24]([N+:25]([O-:27])=[O:26])=[CH:23][C:21]([NH:22][C:2]2[N:7]=[C:6]([C:8]3[CH:9]=[N:10][N:11]4[CH2:16][CH2:15][CH2:14][CH2:13][C:12]=34)[CH:5]=[CH:4][N:3]=2)=[C:20]([O:28][CH3:29])[CH:19]=1. Given the reactants Cl[C:2]1[N:7]=[C:6]([C:8]2[CH:9]=[N:10][N:11]3[CH2:16][CH2:15][CH2:14][CH2:13][C:12]=23)[CH:5]=[CH:4][N:3]=1.[F:17][C:18]1[C:24]([N+:25]([O-:27])=[O:26])=[CH:23][C:21]([NH2:22])=[C:20]([O:28][CH3:29])[CH:19]=1.O.C1(C)C=CC(S(O)(=O)=O)=CC=1, predict the reaction product. (3) Given the reactants [NH2:1][CH2:2][CH2:3][CH2:4][O:5][C:6]1[CH:11]=[C:10]([CH3:12])[C:9]([C:13]2[CH:18]=[CH:17][CH:16]=[C:15]([CH2:19][C:20]([O:22][CH3:23])=[O:21])[C:14]=2[CH3:24])=[C:8]([CH3:25])[CH:7]=1.C(N(CC)CC)C.[C:33](O[C:33](=[O:36])[CH2:34][CH3:35])(=[O:36])[CH2:34][CH3:35], predict the reaction product. The product is: [CH3:24][C:14]1[C:15]([CH2:19][C:20]([O:22][CH3:23])=[O:21])=[CH:16][CH:17]=[CH:18][C:13]=1[C:9]1[C:10]([CH3:12])=[CH:11][C:6]([O:5][CH2:4][CH2:3][CH2:2][NH:1][C:33](=[O:36])[CH2:34][CH3:35])=[CH:7][C:8]=1[CH3:25]. (4) Given the reactants [F:1][C:2]1[CH:3]=[C:4]([CH:9]=[CH:10][CH:11]=1)[C:5]([NH:7][OH:8])=[NH:6].[Cl:12][CH2:13][C:14](O)=O.Cl.C(N=C=NCCCN(C)C)C.O.ON1C2C=CC=CC=2N=N1, predict the reaction product. The product is: [Cl:12][CH2:13][C:14]1[O:8][N:7]=[C:5]([C:4]2[CH:9]=[CH:10][CH:11]=[C:2]([F:1])[CH:3]=2)[N:6]=1. (5) Given the reactants [NH2:1][C:2]1[CH:3]=[C:4]([CH:8]2[N:13]3[N:14]=[C:15]([C:20]4[CH:25]=[CH:24][C:23]([O:26][C:27]5[CH:32]=[CH:31][CH:30]=[CH:29][CH:28]=5)=[CH:22][CH:21]=4)[C:16]([C:17]([NH2:19])=[O:18])=[C:12]3[NH:11][CH2:10][CH2:9]2)[CH:5]=[CH:6][CH:7]=1.N1C=CC=CC=1.[C:39](Cl)(=[O:42])[CH:40]=[CH2:41], predict the reaction product. The product is: [C:39]([NH:1][C:2]1[CH:3]=[C:4]([CH:8]2[N:13]3[N:14]=[C:15]([C:20]4[CH:25]=[CH:24][C:23]([O:26][C:27]5[CH:28]=[CH:29][CH:30]=[CH:31][CH:32]=5)=[CH:22][CH:21]=4)[C:16]([C:17]([NH2:19])=[O:18])=[C:12]3[NH:11][CH2:10][CH2:9]2)[CH:5]=[CH:6][CH:7]=1)(=[O:42])[CH:40]=[CH2:41]. (6) Given the reactants [CH:1]1([NH:4][C:5](=[O:23])[C:6]2[CH:11]=[C:10]([C:12]3[CH:13]=[C:14]4[C:18](=[CH:19][CH:20]=3)[NH:17][N:16]=[CH:15]4)[C:9]([CH3:21])=[C:8]([F:22])[CH:7]=2)[CH2:3][CH2:2]1.[H-].[Na+].Br.Br[CH2:28][C:29]1[CH:34]=[CH:33][N:32]=[CH:31][CH:30]=1, predict the reaction product. The product is: [CH:1]1([NH:4][C:5](=[O:23])[C:6]2[CH:11]=[C:10]([C:12]3[CH:13]=[C:14]4[C:18](=[CH:19][CH:20]=3)[N:17]([CH2:28][C:29]3[CH:34]=[CH:33][N:32]=[CH:31][CH:30]=3)[N:16]=[CH:15]4)[C:9]([CH3:21])=[C:8]([F:22])[CH:7]=2)[CH2:2][CH2:3]1. (7) Given the reactants [F:1][C:2]1[CH:3]=[C:4]([CH:17]=[CH:18][CH:19]=1)[CH2:5][NH:6][C:7]([NH:9][C:10]1[S:11][CH:12]=[C:13]([CH2:15]I)[N:14]=1)=[O:8].[F:20][CH:21]([F:24])[CH2:22][NH2:23].CO, predict the reaction product. The product is: [F:20][CH:21]([F:24])[CH2:22][NH:23][CH2:15][C:13]1[N:14]=[C:10]([NH:9][C:7]([NH:6][CH2:5][C:4]2[CH:17]=[CH:18][CH:19]=[C:2]([F:1])[CH:3]=2)=[O:8])[S:11][CH:12]=1.